This data is from Reaction yield outcomes from USPTO patents with 853,638 reactions. The task is: Predict the reaction yield, written as a fraction of the theoretical maximum amount of product (1.0 means a 100% yield; for example, 0.34 means a 34% yield). (1) The reactants are C([O:3][C:4](=O)[C:5]1[CH:10]=[CH:9][C:8]([C:11]2[O:12][C:13]3[CH:19]=[CH:18][C:17]([CH2:20][C:21]4[CH:26]=[CH:25][CH:24]=[CH:23][CH:22]=4)=[CH:16][C:14]=3[CH:15]=2)=[C:7]([C:27]#[N:28])[CH:6]=1)C.[BH4-].[Na+].[Cl-].[Ca+2].[Cl-].O. The catalyst is C(O)C. The product is [CH2:20]([C:17]1[CH:18]=[CH:19][C:13]2[O:12][C:11]([C:8]3[CH:9]=[CH:10][C:5]([CH2:4][OH:3])=[CH:6][C:7]=3[C:27]#[N:28])=[CH:15][C:14]=2[CH:16]=1)[C:21]1[CH:26]=[CH:25][CH:24]=[CH:23][CH:22]=1. The yield is 0.750. (2) The reactants are Br[C:2]1[CH:7]=[CH:6][C:5]([C:8]([C:10]([C:12]2[CH:17]=[CH:16][C:15](Br)=[CH:14][CH:13]=2)=[O:11])=[O:9])=[CH:4][CH:3]=1.[C:19]([O-:22])([O-])=O.[K+].[K+].[Li+].[Cl-].[CH2:27]([O:39][C:40]1[CH:45]=[CH:44][C:43]([CH:46]=[CH2:47])=[CH:42][C:41]=1[O:48][CH2:49][CH2:50][CH2:51][CH2:52][CH2:53][CH2:54][CH2:55][CH2:56][CH2:57][CH2:58][CH2:59][CH3:60])[CH2:28][CH2:29][CH2:30][CH2:31][CH2:32][CH2:33][CH2:34][CH2:35][CH2:36][CH2:37][CH3:38]. The catalyst is [N+](CCCC)(CCCC)(CCCC)CCCC.[Br-].CC([O-])=O.CC([O-])=O.[Pd+2].CN(C=O)C. The product is [CH2:49]([O:48][C:41]1[CH:42]=[C:43]([CH:46]=[CH:47][C:2]2[CH:7]=[CH:6][C:5]([C:8](=[O:9])[C:10]([C:12]3[CH:17]=[CH:16][C:15]([CH:47]=[CH:46][C:43]4[CH:44]=[CH:45][C:40]([O:39][CH2:27][CH2:28][CH2:29][CH2:30][CH2:31][CH2:32][CH2:33][CH2:34][CH2:35][CH2:36][CH2:37][CH3:38])=[C:41]([O:22][CH2:19][CH2:59][CH2:58][CH2:57][CH2:56][CH2:55][CH2:54][CH2:53][CH2:52][CH2:51][CH2:50][CH3:49])[CH:42]=4)=[CH:14][CH:13]=3)=[O:11])=[CH:4][CH:3]=2)[CH:44]=[CH:45][C:40]=1[O:39][CH2:27][CH2:28][CH2:29][CH2:30][CH2:31][CH2:32][CH2:33][CH2:34][CH2:35][CH2:36][CH2:37][CH3:38])[CH2:50][CH2:51][CH2:52][CH2:53][CH2:54][CH2:55][CH2:56][CH2:57][CH2:58][CH2:59][CH3:60]. The yield is 0.756. (3) The reactants are [Cl:1][C:2]1[C:3]([O:10][C:11]2[CH:16]=[CH:15][N:14]=[C:13](Cl)[CH:12]=2)=[CH:4][C:5]([F:9])=[C:6]([NH2:8])[CH:7]=1.[CH3:18][N:19]1[CH:23]=[CH:22][C:21](B2OC(C)(C)C(C)(C)O2)=[N:20]1.C(=O)([O-])[O-].[Cs+].[Cs+].O. The catalyst is CN(C=O)C. The product is [Cl:1][C:2]1[C:3]([O:10][C:11]2[CH:16]=[CH:15][N:14]=[C:13]([C:22]3[CH:21]=[N:20][N:19]([CH3:18])[CH:23]=3)[CH:12]=2)=[CH:4][C:5]([F:9])=[C:6]([NH2:8])[CH:7]=1. The yield is 0.770.